From a dataset of Retrosynthesis with 50K atom-mapped reactions and 10 reaction types from USPTO. Predict the reactants needed to synthesize the given product. (1) The reactants are: Nc1c(C(O)(C(F)(F)F)C(F)(F)F)ccc2ccccc12.O=C(Cl)CC1CCCC1. Given the product O=C(CC1CCCC1)Nc1c(C(O)(C(F)(F)F)C(F)(F)F)ccc2ccccc12, predict the reactants needed to synthesize it. (2) Given the product CCOC(=O)C(C)(C)CCCOc1ccc(NC(=O)CCCCCn2ccnc2)cc1, predict the reactants needed to synthesize it. The reactants are: CCOC(=O)C(C)(C)CCCBr.O=C(CCCCCn1ccnc1)Nc1ccc(O)cc1.